Dataset: Full USPTO retrosynthesis dataset with 1.9M reactions from patents (1976-2016). Task: Predict the reactants needed to synthesize the given product. (1) Given the product [Br:22][C:23]1[CH:7]=[N:9][N:10]([CH:11]2[CH2:12][CH2:13][C:14]3([NH:18][C:17](=[O:19])[CH2:16][CH2:15]3)[CH2:20][CH2:21]2)[CH:24]=1, predict the reactants needed to synthesize it. The reactants are: Br.C(O[C:7]([NH:9][NH:10][CH:11]1[CH2:21][CH2:20][C:14]2([NH:18][C:17](=[O:19])[CH2:16][CH2:15]2)[CH2:13][CH2:12]1)=O)(C)(C)C.[Br:22][CH:23](C=O)[CH:24]=O.[OH-].[Na+]. (2) Given the product [F:11][C:6]1[CH:5]=[C:4]([C:2]([OH:3])([CH3:12])[CH3:1])[CH:9]=[CH:8][C:7]=1[OH:10], predict the reactants needed to synthesize it. The reactants are: [CH3:1][C:2]([C:4]1[CH:9]=[CH:8][C:7]([OH:10])=[C:6]([F:11])[CH:5]=1)=[O:3].[CH3:12][Mg]Br.CCOCC.[Cl-].[NH4+]. (3) Given the product [Cl:1][C:2]1[CH:3]=[C:4]([C:15]2[C:23]3[C:18](=[N:19][CH:20]=[C:21]([OH:24])[CH:22]=3)[N:17]([S:26]([C:29]3[CH:34]=[CH:33][CH:32]=[CH:31][CH:30]=3)(=[O:27])=[O:28])[CH:16]=2)[CH:5]=[C:6]([NH:8][CH:9]2[CH2:14][CH2:13][CH2:12][CH2:11][CH2:10]2)[N:7]=1, predict the reactants needed to synthesize it. The reactants are: [Cl:1][C:2]1[N:7]=[C:6]([NH:8][CH:9]2[CH2:14][CH2:13][CH2:12][CH2:11][CH2:10]2)[CH:5]=[C:4]([C:15]2[C:23]3[C:18](=[N:19][CH:20]=[C:21]([O:24]C)[CH:22]=3)[N:17]([S:26]([C:29]3[CH:34]=[CH:33][CH:32]=[CH:31][CH:30]=3)(=[O:28])=[O:27])[CH:16]=2)[CH:3]=1.B(Br)(Br)Br.